Predict the reactants needed to synthesize the given product. From a dataset of Full USPTO retrosynthesis dataset with 1.9M reactions from patents (1976-2016). (1) Given the product [O:24]1[C:23]2[CH:27]=[CH:28][C:20]([C:17]3([C:15]([NH:14][C:12]4[S:13][C:9]([CH:8]([C:3]5[CH:4]=[CH:5][CH:6]=[CH:7][C:2]=5[Cl:1])[N:42]5[CH2:46][CH2:45][C@@H:44]([OH:47])[CH2:43]5)=[CH:10][N:11]=4)=[O:16])[CH2:18][CH2:19]3)=[CH:21][C:22]=2[O:26][CH2:25]1, predict the reactants needed to synthesize it. The reactants are: [Cl:1][C:2]1[CH:7]=[CH:6][CH:5]=[CH:4][C:3]=1[CH:8](O)[C:9]1[S:13][C:12]([NH:14][C:15]([C:17]2([C:20]3[CH:28]=[CH:27][C:23]4[O:24][CH2:25][O:26][C:22]=4[CH:21]=3)[CH2:19][CH2:18]2)=[O:16])=[N:11][CH:10]=1.C(N(CC)CC)C.CS(Cl)(=O)=O.[NH:42]1[CH2:46][CH2:45][C@@H:44]([OH:47])[CH2:43]1. (2) Given the product [CH2:10]([C:2]1[N:3]=[C:4]([CH3:9])[N:5]=[C:6]([Cl:8])[CH:7]=1)[C:11]1[CH:16]=[CH:15][CH:14]=[CH:13][CH:12]=1, predict the reactants needed to synthesize it. The reactants are: Cl[C:2]1[CH:7]=[C:6]([Cl:8])[N:5]=[C:4]([CH3:9])[N:3]=1.[CH2:10]([Mg]Br)[C:11]1[CH:16]=[CH:15][CH:14]=[CH:13][CH:12]=1.[Cl-].[NH4+]. (3) Given the product [CH2:48]([O:50][C:51](=[O:57])[CH2:52][CH2:53][NH:54][C:55]([NH:42][C:40]1[S:41][C:37]([C:34]2[CH:35]=[CH:36][C:31]([Cl:30])=[C:32]([S:44]([CH3:47])(=[O:45])=[O:46])[CH:33]=2)=[C:38]([CH3:43])[N:39]=1)=[O:56])[CH3:49], predict the reactants needed to synthesize it. The reactants are: C(OC(=O)CCCNC(NC1SC(C2C=CC(S(C)(=O)=O)=C(F)C=2)=C(C)N=1)=O)C.[Cl:30][C:31]1[CH:36]=[CH:35][C:34]([C:37]2[S:41][C:40]([NH2:42])=[N:39][C:38]=2[CH3:43])=[CH:33][C:32]=1[S:44]([CH3:47])(=[O:46])=[O:45].[CH2:48]([O:50][C:51](=[O:57])[CH2:52][CH2:53][N:54]=[C:55]=[O:56])[CH3:49]. (4) Given the product [CH2:1]([N:3]1[C:7]2[N:8]=[N:9][CH:10]=[C:11]([C:12]3[CH:17]=[CH:16][C:15]([F:18])=[C:14]([C:29]4[CH:30]=[CH:31][C:32]5[S:36](=[O:37])(=[O:38])[N:35]([CH3:39])[CH2:34][C:33]=5[CH:40]=4)[CH:13]=3)[C:6]=2[N:5]=[CH:4]1)[CH3:2], predict the reactants needed to synthesize it. The reactants are: [CH2:1]([N:3]1[C:7]2[N:8]=[N:9][CH:10]=[C:11]([C:12]3[CH:17]=[CH:16][C:15]([F:18])=[C:14](B4OC(C)(C)C(C)(C)O4)[CH:13]=3)[C:6]=2[N:5]=[CH:4]1)[CH3:2].Br[C:29]1[CH:30]=[CH:31][C:32]2[S:36](=[O:38])(=[O:37])[N:35]([CH3:39])[CH2:34][C:33]=2[CH:40]=1.C(=O)([O-])[O-].[Cs+].[Cs+]. (5) Given the product [O:12]1[C:16]2[CH:17]=[CH:18][CH:19]=[CH:20][C:15]=2[CH:14]=[C:13]1[C:21]1[N:25]2[N:26]=[C:27]([O:9][C@@H:4]3[CH2:5][CH2:6][CH2:7][CH2:8][C@H:3]3[NH2:2])[CH:28]=[CH:29][C:24]2=[N:23][CH:22]=1, predict the reactants needed to synthesize it. The reactants are: Cl.[NH2:2][C@@H:3]1[CH2:8][CH2:7][CH2:6][CH2:5][C@H:4]1[OH:9].[H-].[Na+].[O:12]1[C:16]2[CH:17]=[CH:18][CH:19]=[CH:20][C:15]=2[CH:14]=[C:13]1[C:21]1[N:25]2[N:26]=[C:27](Cl)[CH:28]=[CH:29][C:24]2=[N:23][CH:22]=1. (6) Given the product [CH3:6][N:4]([CH3:5])/[CH:3]=[CH:10]/[C:9]([C:12]1[CH:13]=[C:14]([S:22]([NH:25][C@H:26]2[CH2:31][CH2:30][CH2:29][C@@H:28]([N:32]3[CH:33]=[N:34][N:35]=[CH:36]3)[CH2:27]2)(=[O:23])=[O:24])[CH:15]=[C:16]([C:18]([F:20])([F:19])[F:21])[CH:17]=1)=[O:11], predict the reactants needed to synthesize it. The reactants are: CO[CH:3](OC)[N:4]([CH3:6])[CH3:5].[C:9]([C:12]1[CH:13]=[C:14]([S:22]([NH:25][C@H:26]2[CH2:31][CH2:30][CH2:29][C@@H:28]([N:32]3[CH:36]=[N:35][N:34]=[CH:33]3)[CH2:27]2)(=[O:24])=[O:23])[CH:15]=[C:16]([C:18]([F:21])([F:20])[F:19])[CH:17]=1)(=[O:11])[CH3:10]. (7) Given the product [Cl:1][C:2]1[C:3]2[CH2:18][CH2:19][N:8]([CH2:9][C:10]3[CH:15]=[CH:14][C:13]([O:16][CH3:17])=[CH:12][CH:11]=3)[C:4]=2[N:5]=[CH:6][N:7]=1, predict the reactants needed to synthesize it. The reactants are: [Cl:1][C:2]1[N:7]=[CH:6][N:5]=[C:4]([NH:8][CH2:9][C:10]2[CH:15]=[CH:14][C:13]([O:16][CH3:17])=[CH:12][CH:11]=2)[C:3]=1[CH2:18][CH2:19]Cl.CN(C=O)C. (8) Given the product [F:43][C:37]([F:42])([S:38]([O:27][C:9]1[CH:8]=[C:7]2[C@:5]3([CH2:4][O:3][C:2]([NH2:1])=[N:6]3)[C:19]3[C:14](=[N:15][CH:16]=[C:17]([C:20]#[C:21][C:22]([O:25][CH3:26])([CH3:24])[CH3:23])[CH:18]=3)[O:13][C:12]2=[CH:11][CH:10]=1)(=[O:40])=[O:39])[C:36]([F:44])([F:45])[C:35]([F:50])([F:34])[C:46]([F:49])([F:48])[F:47], predict the reactants needed to synthesize it. The reactants are: [NH2:1][C:2]1[O:3][CH2:4][C@@:5]2([C:19]3[C:14](=[N:15][CH:16]=[C:17]([C:20]#[C:21][C:22]([O:25][CH3:26])([CH3:24])[CH3:23])[CH:18]=3)[O:13][C:12]3[C:7]2=[CH:8][C:9]([OH:27])=[CH:10][CH:11]=3)[N:6]=1.C(=O)([O-])[O-].[Cs+].[Cs+].[F:34][C:35]([F:50])([C:46]([F:49])([F:48])[F:47])[C:36]([F:45])([F:44])[C:37]([F:43])([F:42])[S:38](F)(=[O:40])=[O:39]. (9) Given the product [C:1]([O:5][C:6](=[O:7])[NH:8][CH:9]([CH2:10][CH2:11][CH2:12][C:13]1[CH:22]=[CH:21][CH:20]=[CH:19][C:14]=1[CH2:15][OH:16])[CH2:23][C:24]1[CH:25]=[CH:26][CH:27]=[CH:28][CH:29]=1)([CH3:4])([CH3:2])[CH3:3], predict the reactants needed to synthesize it. The reactants are: [C:1]([O:5][C:6]([NH:8][CH:9]([CH2:23][C:24]1[CH:29]=[CH:28][CH:27]=[CH:26][CH:25]=1)[CH2:10][CH2:11][CH2:12][C:13]1[CH:22]=[CH:21][CH:20]=[CH:19][C:14]=1[C:15](OC)=[O:16])=[O:7])([CH3:4])([CH3:3])[CH3:2].[H-].[H-].[H-].[H-].[Li+].[Al+3].CC(=O)OCC.